This data is from Forward reaction prediction with 1.9M reactions from USPTO patents (1976-2016). The task is: Predict the product of the given reaction. (1) Given the reactants [NH2:1][C:2]([NH:4][C:5]1[C:6]([C:18]([NH2:20])=[O:19])=[N:7][N:8]([C:10]2[CH:15]=[CH:14][C:13](Br)=[C:12]([F:17])[CH:11]=2)[CH:9]=1)=[O:3].[F:21][C:22]1[CH:23]=[C:24](B(O)O)[CH:25]=[CH:26][C:27]=1[OH:28], predict the reaction product. The product is: [NH2:1][C:2]([NH:4][C:5]1[C:6]([C:18]([NH2:20])=[O:19])=[N:7][N:8]([C:10]2[CH:15]=[CH:14][C:13]([C:24]3[CH:25]=[CH:26][C:27]([OH:28])=[C:22]([F:21])[CH:23]=3)=[C:12]([F:17])[CH:11]=2)[CH:9]=1)=[O:3]. (2) Given the reactants C([N:8]([CH2:13][CH2:14][CH3:15])[O:9][CH2:10][CH2:11][CH3:12])(OC(C)(C)C)=O.[ClH:16].O1CCOCC1, predict the reaction product. The product is: [ClH:16].[CH2:13]([NH:8][O:9][CH2:10][CH2:11][CH3:12])[CH2:14][CH3:15]. (3) Given the reactants [CH2:1]([NH2:3])[CH3:2].Cl[C:5]1[CH:10]=[C:9]([C:11]2[CH:16]=[CH:15][CH:14]=[CH:13][CH:12]=2)[N:8]=[C:7]([NH2:17])[N:6]=1, predict the reaction product. The product is: [CH2:1]([NH:3][C:5]1[CH:10]=[C:9]([C:11]2[CH:16]=[CH:15][CH:14]=[CH:13][CH:12]=2)[N:8]=[C:7]([NH2:17])[N:6]=1)[CH3:2]. (4) Given the reactants [CH2:1]([N:3]1[CH2:8][CH2:7][N:6](C(OC(C)(C)C)=O)[CH2:5][C:4]1=[O:16])[CH3:2].C(O)(C(F)(F)F)=O, predict the reaction product. The product is: [CH2:1]([N:3]1[CH2:8][CH2:7][NH:6][CH2:5][C:4]1=[O:16])[CH3:2]. (5) Given the reactants [C:1]1([S:7]([C:10]2[CH:11]=[CH:12][C:13]([CH2:20][CH2:21][CH3:22])=[C:14]([S:16](Cl)(=[O:18])=[O:17])[CH:15]=2)(=[O:9])=[O:8])[CH:6]=[CH:5][CH:4]=[CH:3][CH:2]=1.[O:23]1[CH2:28][CH2:27][CH:26]([NH2:29])[CH2:25][CH2:24]1, predict the reaction product. The product is: [C:1]1([S:7]([C:10]2[CH:11]=[CH:12][C:13]([CH2:20][CH2:21][CH3:22])=[C:14]([S:16]([NH:29][CH:26]3[CH2:27][CH2:28][O:23][CH2:24][CH2:25]3)(=[O:18])=[O:17])[CH:15]=2)(=[O:9])=[O:8])[CH:6]=[CH:5][CH:4]=[CH:3][CH:2]=1. (6) The product is: [Cl:1][C:2]1[N:3]=[C:4]([N:14]2[CH2:19][CH2:18][O:17][CH2:16][CH2:15]2)[C:5]2[S:10][C:9]([CH:11]([O:13][S:28]([CH3:27])(=[O:30])=[O:29])[CH3:12])=[CH:8][C:6]=2[N:7]=1. Given the reactants [Cl:1][C:2]1[N:3]=[C:4]([N:14]2[CH2:19][CH2:18][O:17][CH2:16][CH2:15]2)[C:5]2[S:10][C:9]([CH:11]([OH:13])[CH3:12])=[CH:8][C:6]=2[N:7]=1.C(N(CC)CC)C.[CH3:27][S:28](Cl)(=[O:30])=[O:29], predict the reaction product. (7) Given the reactants [CH3:1][N:2]([CH3:12])[C:3]1[CH:8]=[CH:7][C:6]([N+:9]([O-])=O)=[CH:5][N:4]=1, predict the reaction product. The product is: [CH3:1][N:2]([CH3:12])[C:3]1[CH:8]=[CH:7][C:6]([NH2:9])=[CH:5][N:4]=1. (8) Given the reactants [Br:1][CH2:2][C:3]1[C:4]([C:25]([F:28])([F:27])[F:26])=[C:5]([CH:8]=[CH:9][C:10]=1[N:11]=C(C1C=CC=CC=1)C1C=CC=CC=1)[C:6]#[N:7].Cl, predict the reaction product. The product is: [NH2:11][C:10]1[CH:9]=[CH:8][C:5]([C:6]#[N:7])=[C:4]([C:25]([F:27])([F:28])[F:26])[C:3]=1[CH2:2][Br:1]. (9) Given the reactants [F:1][C:2]1[CH:10]=[CH:9][C:8]([C:11]2[CH:12]=[N:13][C:14]([O:18][CH2:19][CH2:20][CH2:21][S:22]([CH3:25])(=[O:24])=[O:23])=[CH:15][C:16]=2[CH3:17])=[CH:7][C:3]=1[C:4](O)=[O:5].CO, predict the reaction product. The product is: [F:1][C:2]1[CH:10]=[CH:9][C:8]([C:11]2[CH:12]=[N:13][C:14]([O:18][CH2:19][CH2:20][CH2:21][S:22]([CH3:25])(=[O:23])=[O:24])=[CH:15][C:16]=2[CH3:17])=[CH:7][C:3]=1[CH2:4][OH:5]. (10) Given the reactants [C:1]([O:5][C:6]([N:8]1[C:16]2[CH:15]=[C:14](Cl)[N:13]=[CH:12][C:11]=2[C:10]([CH3:19])([CH3:18])[CH2:9]1)=[O:7])([CH3:4])([CH3:3])[CH3:2].[NH2:20][C:21]1[CH:26]=[CH:25][CH:24]=[CH:23][CH:22]=1.CC(C1C=C(C(C)C)C(C2C(P(C3CCCCC3)C3CCCCC3)=C(OC)C=CC=2OC)=C(C(C)C)C=1)C.CC([O-])(C)C.[Na+], predict the reaction product. The product is: [C:1]([O:5][C:6]([N:8]1[C:16]2[CH:15]=[C:14]([NH:20][C:21]3[CH:26]=[CH:25][CH:24]=[CH:23][CH:22]=3)[N:13]=[CH:12][C:11]=2[C:10]([CH3:19])([CH3:18])[CH2:9]1)=[O:7])([CH3:4])([CH3:3])[CH3:2].